Dataset: Forward reaction prediction with 1.9M reactions from USPTO patents (1976-2016). Task: Predict the product of the given reaction. (1) Given the reactants [C:1]([SiH2:5][O:6][C:7]([CH3:16])([CH3:15])[C:8]1[CH:13]=[CH:12][N:11]=[C:10]([NH2:14])[CH:9]=1)([CH3:4])([CH3:3])[CH3:2].[H-].[Na+].Cl[C:20]1[S:21][C:22]([C:25]2[CH:30]=[CH:29][CH:28]=[CH:27][CH:26]=2)=[CH:23][N:24]=1, predict the reaction product. The product is: [C:1]([SiH2:5][O:6][C:7]([CH3:16])([CH3:15])[C:8]1[CH:13]=[CH:12][N:11]=[C:10]([NH:14][C:20]2[S:21][C:22]([C:25]3[CH:30]=[CH:29][CH:28]=[CH:27][CH:26]=3)=[CH:23][N:24]=2)[CH:9]=1)([CH3:4])([CH3:2])[CH3:3]. (2) Given the reactants C(OC([N:8]1[CH2:23][CH2:22][C@H:11]2[NH:12][C:13]3[C:18]([C@H:10]2[CH2:9]1)=[CH:17][CH:16]=[CH:15][C:14]=3[C:19]([OH:21])=[O:20])=O)(C)(C)C.Cl.[Cl:25]CCN.C(N(CC)C(C)C)(C)C.C1(N=C=NC2CCCCC2)CCCCC1, predict the reaction product. The product is: [ClH:25].[CH2:9]1[C:10]2[C:18]3[C:13](=[C:14]([C:19]([OH:21])=[O:20])[CH:15]=[CH:16][CH:17]=3)[NH:12][C:11]=2[CH2:22][CH2:23][NH:8]1. (3) The product is: [CH2:17]([C:24]1[NH:25][C:26]([C:29]([NH:2][C@H:3]2[CH2:9][O:8][C:7]3[CH:10]=[CH:11][CH:12]=[CH:13][C:6]=3[N:5]([CH3:14])[C:4]2=[O:15])=[O:30])=[N:27][N:28]=1)[C:18]1[CH:19]=[CH:20][CH:21]=[CH:22][CH:23]=1. Given the reactants Cl.[NH2:2][C@H:3]1[CH2:9][O:8][C:7]2[CH:10]=[CH:11][CH:12]=[CH:13][C:6]=2[N:5]([CH3:14])[C:4]1=[O:15].Cl.[CH2:17]([C:24]1[NH:25][C:26]([C:29](O)=[O:30])=[N:27][N:28]=1)[C:18]1[CH:23]=[CH:22][CH:21]=[CH:20][CH:19]=1.CCN(C(C)C)C(C)C.C(P1(=O)OP(=O)(CCC)OP(=O)(CCC)O1)CC, predict the reaction product. (4) Given the reactants Cl[C:2]1[CH:7]=[C:6]([C:8]2[CH:13]=[CH:12][CH:11]=[CH:10][C:9]=2[C:14]([F:17])([F:16])[F:15])[N:5]=[C:4]([NH2:18])[C:3]=1[N+:19]([O-:21])=[O:20].C([O-])([O-])=O.[K+].[K+].[NH:28]1[CH2:33][CH2:32][O:31][CH2:30][CH2:29]1, predict the reaction product. The product is: [N:28]1([C:2]2[CH:7]=[C:6]([C:8]3[CH:13]=[CH:12][CH:11]=[CH:10][C:9]=3[C:14]([F:17])([F:16])[F:15])[N:5]=[C:4]([NH2:18])[C:3]=2[N+:19]([O-:21])=[O:20])[CH2:33][CH2:32][O:31][CH2:30][CH2:29]1. (5) Given the reactants [CH2:1]([C:3]1[CH:4]=[C:5]([NH2:9])[CH:6]=[CH:7][CH:8]=1)[CH3:2].C1C(=O)N([Cl:17])C(=O)C1, predict the reaction product. The product is: [Cl:17][C:8]1[CH:7]=[CH:6][C:5]([NH2:9])=[CH:4][C:3]=1[CH2:1][CH3:2]. (6) Given the reactants [Br:1][C:2]1[CH:7]=[CH:6][CH:5]=[CH:4][C:3]=1[CH2:8][C:9]([OH:11])=[O:10].S(Cl)(Cl)=O.[CH3:16]O, predict the reaction product. The product is: [Br:1][C:2]1[CH:7]=[CH:6][CH:5]=[CH:4][C:3]=1[CH2:8][C:9]([O:11][CH3:16])=[O:10].